The task is: Predict which catalyst facilitates the given reaction.. This data is from Catalyst prediction with 721,799 reactions and 888 catalyst types from USPTO. (1) Reactant: [CH3:1][O:2][C:3]1[CH:12]=[CH:11][C:6]2[C:7](=[O:10])[CH2:8][O:9][C:5]=2[C:4]=1[CH2:13][N:14]1[CH2:19][CH2:18][N:17]([C:20]([O:22][C:23]([CH3:26])([CH3:25])[CH3:24])=[O:21])[CH2:16][CH2:15]1.[S:27]([N:37]1[C:45]2[C:40](=[CH:41][CH:42]=[CH:43][CH:44]=2)[C:39]([CH:46]=O)=[CH:38]1)([C:30]1[CH:36]=[CH:35][C:33]([CH3:34])=[CH:32][CH:31]=1)(=[O:29])=[O:28].N1CCCCC1. Product: [CH3:1][O:2][C:3]1[CH:12]=[CH:11][C:6]2[C:7](=[O:10])/[C:8](=[CH:46]/[C:39]3[C:40]4[C:45](=[CH:44][CH:43]=[CH:42][CH:41]=4)[N:37]([S:27]([C:30]4[CH:31]=[CH:32][C:33]([CH3:34])=[CH:35][CH:36]=4)(=[O:29])=[O:28])[CH:38]=3)/[O:9][C:5]=2[C:4]=1[CH2:13][N:14]1[CH2:15][CH2:16][N:17]([C:20]([O:22][C:23]([CH3:26])([CH3:25])[CH3:24])=[O:21])[CH2:18][CH2:19]1. The catalyst class is: 5. (2) Reactant: [CH3:1][S:2][C:3]1[S:7][C:6]2=[N:8][C:9]([C:11]3[O:12][C:13]4[CH:19]=[C:18]([OH:20])[CH:17]=[CH:16][C:14]=4[N:15]=3)=[CH:10][N:5]2[N:4]=1.Cl.Cl[CH2:23][C:24]1[CH:29]=[CH:28][CH:27]=[CH:26][N:25]=1.C([O-])([O-])=O.[Cs+].[Cs+].CO. Product: [CH3:1][S:2][C:3]1[S:7][C:6]2=[N:8][C:9]([C:11]3[O:12][C:13]4[CH:19]=[C:18]([O:20][CH2:23][C:24]5[CH:29]=[CH:28][CH:27]=[CH:26][N:25]=5)[CH:17]=[CH:16][C:14]=4[N:15]=3)=[CH:10][N:5]2[N:4]=1. The catalyst class is: 18.